Predict the reactants needed to synthesize the given product. From a dataset of Full USPTO retrosynthesis dataset with 1.9M reactions from patents (1976-2016). (1) Given the product [CH3:25][O:26][C:27]1[CH:32]=[CH:31][C:30]([O:33][C:2]2[CH:10]=[CH:9][CH:8]=[C:7]3[C:3]=2[C:4]2([C:16]4[C:15](=[CH:24][C:23]5[O:22][CH2:21][CH2:20][O:19][C:18]=5[CH:17]=4)[O:14][CH2:13]2)[C:5](=[O:12])[N:6]3[CH3:11])=[CH:29][CH:28]=1, predict the reactants needed to synthesize it. The reactants are: Br[C:2]1[CH:10]=[CH:9][CH:8]=[C:7]2[C:3]=1[C:4]1([C:16]3=[CH:17][C:18]4[O:19][CH2:20][CH2:21][O:22][C:23]=4[CH:24]=[C:15]3[O:14][CH2:13]1)[C:5](=[O:12])[N:6]2[CH3:11].[CH3:25][O:26][C:27]1[CH:32]=[CH:31][C:30]([OH:33])=[CH:29][CH:28]=1.CC(C)([O-])C.[K+].CN1CCCC1=O. (2) Given the product [F:12][C:13]([C:16]1[C:17]([O:36][CH2:37][C:38]2[CH:43]=[CH:42][CH:41]=[CH:40][CH:39]=2)=[C:18]([C:22]2[CH2:26][CH2:25][CH2:24][C:23]=2[C:27]2[CH:28]=[N+:29]([O-:9])[CH:30]=[C:31]([CH:35]=2)[C:32]([OH:34])=[O:33])[CH:19]=[CH:20][CH:21]=1)([F:15])[F:14], predict the reactants needed to synthesize it. The reactants are: ClC1C=CC=C(C(OO)=[O:9])C=1.[F:12][C:13]([C:16]1[C:17]([O:36][CH2:37][C:38]2[CH:43]=[CH:42][CH:41]=[CH:40][CH:39]=2)=[C:18]([C:22]2[CH2:26][CH2:25][CH2:24][C:23]=2[C:27]2[CH:28]=[N:29][CH:30]=[C:31]([CH:35]=2)[C:32]([OH:34])=[O:33])[CH:19]=[CH:20][CH:21]=1)([F:15])[F:14]. (3) Given the product [OH:10][C:6]1[CH:5]=[C:4]([CH:3]([NH:2][C:26](=[O:27])[O:28][C:29]([CH3:32])([CH3:31])[CH3:30])[C:11]2[CH:16]=[CH:15][CH:14]=[CH:13][CH:12]=2)[CH:9]=[CH:8][CH:7]=1, predict the reactants needed to synthesize it. The reactants are: Cl.[NH2:2][CH:3]([C:11]1[CH:16]=[CH:15][CH:14]=[CH:13][CH:12]=1)[C:4]1[CH:5]=[C:6]([OH:10])[CH:7]=[CH:8][CH:9]=1.C(N(C(C)C)CC)(C)C.[C:26](O[C:26]([O:28][C:29]([CH3:32])([CH3:31])[CH3:30])=[O:27])([O:28][C:29]([CH3:32])([CH3:31])[CH3:30])=[O:27].C(=O)([O-])[O-].[K+].[K+]. (4) Given the product [CH2:10]([O:12][C:13](=[O:34])[C:14]1[CH:19]=[CH:18][N:17]=[C:16]([N:20]2[C:24]([CH3:25])=[CH:23][CH:22]=[C:21]2[C:26]2[CH:31]=[C:30]([Cl:32])[CH:29]=[CH:28][C:27]=2[O:33][CH2:6][C:5]2[CH:8]=[CH:9][C:2]([F:1])=[CH:3][CH:4]=2)[CH:15]=1)[CH3:11], predict the reactants needed to synthesize it. The reactants are: [F:1][C:2]1[CH:9]=[CH:8][C:5]([CH2:6]Br)=[CH:4][CH:3]=1.[CH2:10]([O:12][C:13](=[O:34])[C:14]1[CH:19]=[CH:18][N:17]=[C:16]([N:20]2[C:24]([CH3:25])=[CH:23][CH:22]=[C:21]2[C:26]2[CH:31]=[C:30]([Cl:32])[CH:29]=[CH:28][C:27]=2[OH:33])[CH:15]=1)[CH3:11].C([O-])([O-])=O.[K+].[K+].